From a dataset of Full USPTO retrosynthesis dataset with 1.9M reactions from patents (1976-2016). Predict the reactants needed to synthesize the given product. (1) Given the product [C:17]([C:13]1[CH:12]=[C:11]([C:10]2[C:4]([C:5]([O:7][CH2:8][CH3:9])=[O:6])=[CH:3][N:46]=[C:44]([NH:43][C:33]3[CH:34]=[CH:35][C:36]([N:37]4[CH:41]=[C:40]([CH3:42])[N:39]=[CH:38]4)=[C:31]([O:30][CH3:29])[CH:32]=3)[N:45]=2)[CH:16]=[CH:15][CH:14]=1)#[N:18], predict the reactants needed to synthesize it. The reactants are: CN(C)[CH:3]=[C:4]([C:10](=O)[C:11]1[CH:16]=[CH:15][CH:14]=[C:13]([C:17]#[N:18])[CH:12]=1)[C:5]([O:7][CH2:8][CH3:9])=[O:6].[N+]([O-])(O)=O.[N+]([O-])(O)=O.[CH3:29][O:30][C:31]1[CH:32]=[C:33]([NH:43][C:44]([NH2:46])=[NH:45])[CH:34]=[CH:35][C:36]=1[N:37]1[CH:41]=[C:40]([CH3:42])[N:39]=[CH:38]1. (2) Given the product [CH3:1][O:2][C:3]([C:4]1([C:10]#[N:11])[C:5]2([CH2:6][CH2:7][CH2:8][CH2:9]2)[CH2:16]1)=[O:12], predict the reactants needed to synthesize it. The reactants are: [CH3:1][O:2][C:3](=[O:12])[C:4]([C:10]#[N:11])=[C:5]1[CH2:9][CH2:8][CH2:7][CH2:6]1.[N+]([CH3:16])([O-])=O.N12CCCN=C1CCCCC2.